This data is from Catalyst prediction with 721,799 reactions and 888 catalyst types from USPTO. The task is: Predict which catalyst facilitates the given reaction. (1) Reactant: [Cl:1][C:2]1[CH:10]=[C:9]2[C:5]([C:6]([CH2:18][C:19]3[CH:24]=[CH:23][CH:22]=[C:21]([Cl:25])[CH:20]=3)([CH:12]3[CH2:17][CH2:16][CH2:15][NH:14][CH2:13]3)[C:7](=[O:11])[NH:8]2)=[CH:4][CH:3]=1.C(N(CC)CC)C.[CH3:33][O:34][C:35]1[CH:40]=[CH:39][C:38]([N:41]=[C:42]=[O:43])=[CH:37][CH:36]=1. Product: [CH3:33][O:34][C:35]1[CH:40]=[CH:39][C:38]([NH:41][C:42]([N:14]2[CH2:15][CH2:16][CH2:17][CH:12]([C:6]3([CH2:18][C:19]4[CH:24]=[CH:23][CH:22]=[C:21]([Cl:25])[CH:20]=4)[C:5]4[C:9](=[CH:10][C:2]([Cl:1])=[CH:3][CH:4]=4)[NH:8][C:7]3=[O:11])[CH2:13]2)=[O:43])=[CH:37][CH:36]=1. The catalyst class is: 4. (2) Reactant: N#N.[O:3]1[CH:7]=[CH:6][CH:5]=[C:4]1[C:8](=[O:10])[CH3:9].COC([O:16][CH3:17])OC.[C:18]([O-])(O)=O.[Na+]. Product: [O:3]1[CH:7]=[CH:6][CH:5]=[C:4]1[C:8]1([CH3:9])[O:16][CH2:17][CH2:18][O:10]1. The catalyst class is: 196. (3) Reactant: Br[CH2:2][C:3]([C:5]1[C:6]([CH3:11])=[N:7][O:8][C:9]=1[CH3:10])=[O:4].C([O-])([O-])=O.[K+].[K+].[CH3:18][C:19]1[CH:24]=[C:23]([CH3:25])[CH:22]=[CH:21][C:20]=1[CH:26]([C:38]1[CH:43]=[CH:42][CH:41]=[CH:40][CH:39]=1)[NH:27][C:28](=[O:37])[CH2:29][C:30]1[CH:35]=[CH:34][C:33]([OH:36])=[CH:32][CH:31]=1.O. Product: [CH3:11][C:6]1[C:5]([C:3](=[O:4])[CH2:2][O:36][C:33]2[CH:34]=[CH:35][C:30]([CH2:29][C:28]([NH:27][CH:26]([C:20]3[CH:21]=[CH:22][C:23]([CH3:25])=[CH:24][C:19]=3[CH3:18])[C:38]3[CH:43]=[CH:42][CH:41]=[CH:40][CH:39]=3)=[O:37])=[CH:31][CH:32]=2)=[C:9]([CH3:10])[O:8][N:7]=1. The catalyst class is: 23. (4) The catalyst class is: 4. Product: [CH3:28][CH2:27][O:31][C:17]([CH3:12])=[O:18].[CH3:6][CH2:5][CH2:4][CH:9]([CH3:10])[CH3:8].[Cl:1][C:2]1[N:3]([C:12]2[C:13](=[O:21])[N:14]([CH3:20])[N:15]=[C:16]([CH3:19])[C:17]=2[O:18][C:30]([S:32][CH:33]([CH3:35])[CH3:34])=[O:31])[C:4]2[C:9]([C:10]=1[Cl:11])=[CH:8][CH:7]=[CH:6][CH:5]=2. Reactant: [Cl:1][C:2]1[N:3]([CH:12]2[C:17](=[O:18])[C:16]([CH3:19])=[N:15][N:14]([CH3:20])[C:13]2=[O:21])[C:4]2[C:9]([C:10]=1[Cl:11])=[CH:8][CH:7]=[CH:6][CH:5]=2.C(N([CH2:27][CH3:28])CC)C.Cl[C:30]([S:32][CH:33]([CH3:35])[CH3:34])=[O:31].